From a dataset of Peptide-MHC class I binding affinity with 185,985 pairs from IEDB/IMGT. Regression. Given a peptide amino acid sequence and an MHC pseudo amino acid sequence, predict their binding affinity value. This is MHC class I binding data. (1) The peptide sequence is IYTDEVYDY. The MHC is HLA-B58:01 with pseudo-sequence HLA-B58:01. The binding affinity (normalized) is 0.0847. (2) The peptide sequence is ILLRKGHVF. The MHC is HLA-B40:01 with pseudo-sequence HLA-B40:01. The binding affinity (normalized) is 0.0847. (3) The peptide sequence is AFHGLDVKF. The MHC is HLA-A24:03 with pseudo-sequence HLA-A24:03. The binding affinity (normalized) is 0.758. (4) The peptide sequence is VEIFKHLVF. The MHC is HLA-A11:01 with pseudo-sequence HLA-A11:01. The binding affinity (normalized) is 0.0847. (5) The peptide sequence is VEGLGLQKL. The MHC is HLA-B40:01 with pseudo-sequence HLA-B40:01. The binding affinity (normalized) is 0.497. (6) The peptide sequence is CWLVTNGSYL. The MHC is HLA-A23:01 with pseudo-sequence HLA-A23:01. The binding affinity (normalized) is 0.544. (7) The peptide sequence is FLIFVLLAM. The MHC is HLA-A01:01 with pseudo-sequence HLA-A01:01. The binding affinity (normalized) is 0.0558.